Dataset: Cav3 T-type calcium channel HTS with 100,875 compounds. Task: Binary Classification. Given a drug SMILES string, predict its activity (active/inactive) in a high-throughput screening assay against a specified biological target. (1) The molecule is S1(=O)(=O)N=C(/C(=c2/n(c3c(n2C)cccc3)CCC)C#N)c2c1cccc2. The result is 0 (inactive). (2) The drug is O1CCN(CC1)CC(=O)Nc1c(OC)cc(NC(=O)c2ccc(cc2)C)c(OC)c1. The result is 0 (inactive). (3) The molecule is S(c1n(CCCOC)c(=O)c2c(n1)cccc2)CC(=O)NCc1ccccc1. The result is 0 (inactive). (4) The drug is O=c1nc(n2nc(cc2C)C)[nH]nc1C. The result is 0 (inactive).